Dataset: Forward reaction prediction with 1.9M reactions from USPTO patents (1976-2016). Task: Predict the product of the given reaction. Given the reactants [C:1]([C:3]([CH3:9])([CH3:8])[CH2:4][C:5](O)=[O:6])#[N:2].[CH:10]1([NH:13][CH2:14][CH2:15][C@@H:16]2[CH2:21][CH2:20][C@@H:19]([N:22]([CH:39]([CH3:41])[CH3:40])[C:23](=[O:38])[C:24]3[CH:29]=[CH:28][C:27]([O:30][CH3:31])=[C:26]([O:32][CH2:33][CH2:34][CH2:35][O:36][CH3:37])[CH:25]=3)[CH2:18][N:17]2[C:42]([O:44][C:45]([CH3:48])([CH3:47])[CH3:46])=[O:43])[CH2:12][CH2:11]1, predict the reaction product. The product is: [C:45]([O:44][C:42]([N:17]1[CH2:18][C@H:19]([N:22]([CH:39]([CH3:41])[CH3:40])[C:23](=[O:38])[C:24]2[CH:29]=[CH:28][C:27]([O:30][CH3:31])=[C:26]([O:32][CH2:33][CH2:34][CH2:35][O:36][CH3:37])[CH:25]=2)[CH2:20][CH2:21][C@@H:16]1[CH2:15][CH2:14][N:13]([C:5](=[O:6])[CH2:4][C:3]([C:1]#[N:2])([CH3:9])[CH3:8])[CH:10]1[CH2:11][CH2:12]1)=[O:43])([CH3:47])([CH3:48])[CH3:46].